This data is from Forward reaction prediction with 1.9M reactions from USPTO patents (1976-2016). The task is: Predict the product of the given reaction. Given the reactants [CH3:1][C:2]1[CH:7]=[C:6]([N+:8]([O-])=O)[CH:5]=[CH:4][C:3]=1[C:11]1[CH2:16][CH2:15][N:14]([C:17]([O:19][C:20]([CH3:23])([CH3:22])[CH3:21])=[O:18])[CH2:13][CH:12]=1, predict the reaction product. The product is: [NH2:8][C:6]1[CH:5]=[CH:4][C:3]([CH:11]2[CH2:16][CH2:15][N:14]([C:17]([O:19][C:20]([CH3:22])([CH3:21])[CH3:23])=[O:18])[CH2:13][CH2:12]2)=[C:2]([CH3:1])[CH:7]=1.